From a dataset of Forward reaction prediction with 1.9M reactions from USPTO patents (1976-2016). Predict the product of the given reaction. (1) Given the reactants [C:1]([O:5][C:6]([C:8]1[C:9](OS(C(F)(F)F)(=O)=O)=[N:10][C:11]2[C:16]([C:17]=1[C:18]1[CH:23]=[CH:22][CH:21]=[C:20]([Cl:24])[CH:19]=1)=[CH:15][C:14]([Cl:25])=[CH:13][CH:12]=2)=[O:7])([CH3:4])([CH3:3])[CH3:2].[NH:34]1[CH2:39][CH2:38][CH2:37][CH2:36][CH2:35]1, predict the reaction product. The product is: [C:1]([O:5][C:6]([C:8]1[C:9]([N:34]2[CH2:39][CH2:38][CH2:37][CH2:36][CH2:35]2)=[N:10][C:11]2[C:16]([C:17]=1[C:18]1[CH:23]=[CH:22][CH:21]=[C:20]([Cl:24])[CH:19]=1)=[CH:15][C:14]([Cl:25])=[CH:13][CH:12]=2)=[O:7])([CH3:4])([CH3:3])[CH3:2]. (2) Given the reactants [CH3:1][N:2]([CH3:20])[CH2:3][CH2:4][CH2:5][N:6]([CH3:19])[C:7]([C:9]1[S:17][C:16]2[C:11](=[N:12][CH:13]=[CH:14][C:15]=2Cl)[CH:10]=1)=[O:8].[CH3:21][C:22]1[CH:27]=[C:26]([CH3:28])[N:25]=[C:24]([NH:29][C:30](=[O:39])[CH2:31][C:32]2[CH:37]=[CH:36][C:35]([OH:38])=[CH:34][CH:33]=2)[CH:23]=1, predict the reaction product. The product is: [CH3:1][N:2]([CH3:20])[CH2:3][CH2:4][CH2:5][N:6]([CH3:19])[C:7]([C:9]1[S:17][C:16]2[C:11](=[N:12][CH:13]=[CH:14][C:15]=2[O:38][C:35]2[CH:36]=[CH:37][C:32]([CH2:31][C:30](=[O:39])[NH:29][C:24]3[CH:23]=[C:22]([CH3:21])[CH:27]=[C:26]([CH3:28])[N:25]=3)=[CH:33][CH:34]=2)[CH:10]=1)=[O:8]. (3) Given the reactants [CH2:1]([C@H:4]1[CH2:10][N:9]([CH:11]2[CH2:15][CH2:14][CH2:13][CH2:12]2)[C:8]2[N:16]=[C:17]([NH:20][C:21]3[CH:29]=[CH:28][C:24]([C:25]([OH:27])=O)=[CH:23][C:22]=3[O:30][CH3:31])[N:18]=[CH:19][C:7]=2[N:6]([CH3:32])[C:5]1=[O:33])[CH:2]=[CH2:3].[NH2:34][C@H:35]1[CH2:39][CH2:38][N:37](C(OC(C)(C)C)=O)[CH2:36]1, predict the reaction product. The product is: [CH2:1]([C@H:4]1[CH2:10][N:9]([CH:11]2[CH2:15][CH2:14][CH2:13][CH2:12]2)[C:8]2[N:16]=[C:17]([NH:20][C:21]3[CH:29]=[CH:28][C:24]([C:25]([NH:34][C@H:35]4[CH2:39][CH2:38][NH:37][CH2:36]4)=[O:27])=[CH:23][C:22]=3[O:30][CH3:31])[N:18]=[CH:19][C:7]=2[N:6]([CH3:32])[C:5]1=[O:33])[CH:2]=[CH2:3]. (4) Given the reactants [NH2:1][C:2]1([CH2:18][OH:19])[C:15]2[C:10](=[N:11][CH:12]=[C:13]([Br:16])[CH:14]=2)[O:9][C:8]2[C:3]1=[CH:4][C:5]([I:17])=[CH:6][CH:7]=2.Br[CH2:21][C:22]#[N:23].CC(C)([O-])C.[Li+], predict the reaction product. The product is: [NH2:1][C:2]1([CH2:18][O:19][CH2:21][C:22]#[N:23])[C:15]2[C:10](=[N:11][CH:12]=[C:13]([Br:16])[CH:14]=2)[O:9][C:8]2[C:3]1=[CH:4][C:5]([I:17])=[CH:6][CH:7]=2. (5) Given the reactants [NH2:1][C:2]1[CH:3]=[C:4]([CH:8]=[CH:9][N:10]=1)[C:5]([OH:7])=O.[CH2:11]([NH2:18])[C:12]1[CH:17]=[CH:16][CH:15]=[CH:14][CH:13]=1, predict the reaction product. The product is: [NH2:1][C:2]1[CH:3]=[C:4]([CH:8]=[CH:9][N:10]=1)[C:5]([NH:18][CH2:11][C:12]1[CH:17]=[CH:16][CH:15]=[CH:14][CH:13]=1)=[O:7]. (6) The product is: [C:25]([C:6]1[N:7]=[N:8][C:9]2[C:14]([C:5]=1[NH:4][CH:1]([CH3:3])[CH3:2])=[CH:13][CH:12]=[C:11]([C:15]1[CH:20]=[CH:19][C:18]([S:21]([CH3:24])(=[O:22])=[O:23])=[CH:17][CH:16]=1)[CH:10]=2)#[CH:29]. Given the reactants [CH:1]([NH:4][C:5]1[C:14]2[C:9](=[CH:10][C:11]([C:15]3[CH:20]=[CH:19][C:18]([S:21]([CH3:24])(=[O:23])=[O:22])=[CH:17][CH:16]=3)=[CH:12][CH:13]=2)[N:8]=[N:7][C:6]=1[C:25]1N=CS[CH:29]=1)([CH3:3])[CH3:2].C([Si](C)(C)C)#C.C(N(CC)CC)C.C([O-])([O-])=O.[K+].[K+], predict the reaction product.